From a dataset of Retrosynthesis with 50K atom-mapped reactions and 10 reaction types from USPTO. Predict the reactants needed to synthesize the given product. Given the product O=C(CCCBr)OCC1c2ccccc2-c2ccccc21, predict the reactants needed to synthesize it. The reactants are: O=C(O)CCCBr.OCC1c2ccccc2-c2ccccc21.